Dataset: Catalyst prediction with 721,799 reactions and 888 catalyst types from USPTO. Task: Predict which catalyst facilitates the given reaction. (1) Reactant: Cl[C:2]1[CH:7]=[CH:6][N:5]=[C:4]([C:8]2[CH:13]=[CH:12][CH:11]=[CH:10][CH:9]=2)[N:3]=1.[NH2:14][C@@H:15]1[CH2:19][CH2:18][N:17]([C:20]([C:22]2[CH:27]=[C:26]([CH3:28])[CH:25]=[CH:24][C:23]=2[C:29]([F:32])([F:31])[F:30])=[O:21])[CH2:16]1.C([O-])([O-])=O.[K+].[K+]. Product: [CH3:28][C:26]1[CH:25]=[CH:24][C:23]([C:29]([F:32])([F:30])[F:31])=[C:22]([C:20]([N:17]2[CH2:18][CH2:19][C@@H:15]([NH:14][C:2]3[CH:7]=[CH:6][N:5]=[C:4]([C:8]4[CH:13]=[CH:12][CH:11]=[CH:10][CH:9]=4)[N:3]=3)[CH2:16]2)=[O:21])[CH:27]=1. The catalyst class is: 80. (2) Reactant: Cl[CH2:2][CH2:3][CH2:4][C:5]([NH:7][C:8]1([C:14]2[CH:19]=[CH:18][CH:17]=[CH:16][CH:15]=2)[CH2:13][CH2:12][CH2:11][CH2:10][CH2:9]1)=[O:6].[H-].[Na+]. Product: [C:14]1([C:8]2([N:7]3[CH2:2][CH2:3][CH2:4][C:5]3=[O:6])[CH2:13][CH2:12][CH2:11][CH2:10][CH2:9]2)[CH:19]=[CH:18][CH:17]=[CH:16][CH:15]=1. The catalyst class is: 1. (3) Reactant: [Cl:1][C:2]1[CH:3]=[C:4]([C@@H:8]([OH:34])[CH2:9][N:10]([CH2:18][CH2:19][C:20]2[CH:25]=[CH:24][C:23]([S:26][C:27]3[CH:32]=[CH:31][C:30]([OH:33])=[CH:29][CH:28]=3)=[CH:22][CH:21]=2)[C:11](=[O:17])[O:12][C:13]([CH3:16])([CH3:15])[CH3:14])[CH:5]=[CH:6][CH:7]=1.C(=O)([O-])[O-].[K+].[K+].Br[CH2:42][C:43]([O:45][C:46]([CH3:49])([CH3:48])[CH3:47])=[O:44]. Product: [C:13]([O:12][C:11]([N:10]([CH2:9][C@@H:8]([C:4]1[CH:5]=[CH:6][CH:7]=[C:2]([Cl:1])[CH:3]=1)[OH:34])[CH2:18][CH2:19][C:20]1[CH:25]=[CH:24][C:23]([S:26][C:27]2[CH:28]=[CH:29][C:30]([O:33][CH2:42][C:43]([O:45][C:46]([CH3:49])([CH3:48])[CH3:47])=[O:44])=[CH:31][CH:32]=2)=[CH:22][CH:21]=1)=[O:17])([CH3:16])([CH3:14])[CH3:15]. The catalyst class is: 9. (4) Reactant: [Br:1][C:2]1[CH:3]=[C:4]([CH:7]=[CH:8][C:9]=1[CH3:10])[CH2:5][OH:6]. Product: [Br:1][C:2]1[CH:3]=[C:4]([CH:7]=[CH:8][C:9]=1[CH3:10])[CH:5]=[O:6]. The catalyst class is: 703. (5) Reactant: Cl.[CH2:2]([NH:4][C:5](=[O:52])[NH:6][C:7]1[N:12]=[CH:11][C:10]([C:13]2[CH:14]=[C:15]3[C:20](=[CH:21][CH:22]=2)[N:19]([CH2:23][C@@H:24]2[CH2:28][CH2:27][N:26]([CH2:29][CH2:30][N:31]4[CH2:36][CH2:35][NH:34][CH2:33][CH2:32]4)[CH2:25]2)[CH:18]=[C:17]([C:37]([O:39][CH2:40][CH3:41])=[O:38])[C:16]3=[O:42])=[C:9]([C:43]2[S:44][CH:45]=[C:46]([C:48]([F:51])([F:50])[F:49])[N:47]=2)[CH:8]=1)[CH3:3].[C:53]([BH3-])#N.C=O. Product: [CH2:2]([NH:4][C:5](=[O:52])[NH:6][C:7]1[N:12]=[CH:11][C:10]([C:13]2[CH:14]=[C:15]3[C:20](=[CH:21][CH:22]=2)[N:19]([CH2:23][C@@H:24]2[CH2:28][CH2:27][N:26]([CH2:29][CH2:30][N:31]4[CH2:36][CH2:35][N:34]([CH3:53])[CH2:33][CH2:32]4)[CH2:25]2)[CH:18]=[C:17]([C:37]([O:39][CH2:40][CH3:41])=[O:38])[C:16]3=[O:42])=[C:9]([C:43]2[S:44][CH:45]=[C:46]([C:48]([F:49])([F:50])[F:51])[N:47]=2)[CH:8]=1)[CH3:3]. The catalyst class is: 5.